From a dataset of Catalyst prediction with 721,799 reactions and 888 catalyst types from USPTO. Predict which catalyst facilitates the given reaction. (1) Reactant: [Cl:1][C:2]1[CH:7]=[CH:6][CH:5]=[C:4]([CH2:8]Br)[C:3]=1[F:10].C[Si]([C:15]#[N:16])(C)C.CCCC[N+](CCCC)(CCCC)CCCC.[F-]. Product: [Cl:1][C:2]1[C:3]([F:10])=[C:4]([CH2:8][C:15]#[N:16])[CH:5]=[CH:6][CH:7]=1. The catalyst class is: 23. (2) Reactant: [NH2:1][C:2]1[C:3](=[O:12])[O:4][C:5]2[CH:11]=[CH:10][CH:9]=[CH:8][C:6]=2[CH:7]=1.C(Cl)Cl.[N+:16]([C:19]1[CH:27]=[CH:26][CH:25]=[CH:24][C:20]=1[C:21](Cl)=[O:22])([O-:18])=[O:17]. Product: [O:12]=[C:3]1[C:2]([NH:1][C:21](=[O:22])[C:20]2[CH:24]=[CH:25][CH:26]=[CH:27][C:19]=2[N+:16]([O-:18])=[O:17])=[CH:7][C:6]2[CH:8]=[CH:9][CH:10]=[CH:11][C:5]=2[O:4]1. The catalyst class is: 66. (3) Reactant: [C:1]([N:8]1[CH:12]=[CH:11]N=[CH:9]1)([N:3]1[CH:7]=[CH:6]N=C1)=[S:2].[CH2:13]([CH:20]1[CH2:25]CNCC1)[C:14]1[CH:19]=[CH:18][CH:17]=[CH:16][CH:15]=1.CI.Cl.[NH2:29][CH2:30][C:31]1[CH:38]=[CH:37]C(C#N)=[CH:33][CH:32]=1.CCN(C(C)C)C(C)C. Product: [CH2:13]([CH:20]1[CH2:25][CH2:9][N:8]([C:1](=[S:2])[NH:3][CH2:7][C:6]2[CH:37]=[CH:38][C:31]([C:30]#[N:29])=[CH:32][CH:33]=2)[CH2:12][CH2:11]1)[C:14]1[CH:15]=[CH:16][CH:17]=[CH:18][CH:19]=1. The catalyst class is: 1. (4) Reactant: [CH3:1][C:2]1[CH:3]=[C:4]([C:15]2[CH:20]=[CH:19][CH:18]=[CH:17][CH:16]=2)[CH:5]=[C:6]2[C:14]=1[CH2:13][C@H:12]1[C@@H:7]2[CH2:8][NH:9][CH2:10][CH2:11]1.CCN(CC)CC.Cl[C:29]([O:31][CH2:32][CH3:33])=[O:30]. Product: [CH2:32]([O:31][C:29]([N:9]1[CH2:8][C@H:7]2[C@H:12]([CH2:13][C:14]3[C:6]2=[CH:5][C:4]([C:15]2[CH:20]=[CH:19][CH:18]=[CH:17][CH:16]=2)=[CH:3][C:2]=3[CH3:1])[CH2:11][CH2:10]1)=[O:30])[CH3:33]. The catalyst class is: 2. (5) Reactant: Cl[C:2]1[CH:7]=[CH:6][C:5]([C:8]([F:11])([F:10])[F:9])=[CH:4][N:3]=1.[CH2:12]([O:19][C:20]1[CH:21]=[C:22]([C:37]2[N:38]=[N:39][NH:40][N:41]=2)[CH:23]=[C:24]([N+:34]([O-:36])=[O:35])[C:25]=1[O:26][CH2:27][C:28]1[CH:33]=[CH:32][CH:31]=[CH:30][CH:29]=1)[C:13]1[CH:18]=[CH:17][CH:16]=[CH:15][CH:14]=1.C(=O)([O-])[O-].[K+].[K+]. Product: [CH2:12]([O:19][C:20]1[CH:21]=[C:22]([C:37]2[N:38]=[N:39][N:40]([C:2]3[CH:7]=[CH:6][C:5]([C:8]([F:11])([F:10])[F:9])=[CH:4][N:3]=3)[N:41]=2)[CH:23]=[C:24]([N+:34]([O-:36])=[O:35])[C:25]=1[O:26][CH2:27][C:28]1[CH:33]=[CH:32][CH:31]=[CH:30][CH:29]=1)[C:13]1[CH:18]=[CH:17][CH:16]=[CH:15][CH:14]=1. The catalyst class is: 245. (6) Reactant: [Cl:1][C:2]1[N:11]=[CH:10][C:9]2[C:4](=[C:5]([O:16]C)[CH:6]=[CH:7][C:8]=2[C:12]([F:15])([F:14])[F:13])[N:3]=1.B(Br)(Br)Br. Product: [Cl:1][C:2]1[N:11]=[CH:10][C:9]2[C:4](=[C:5]([OH:16])[CH:6]=[CH:7][C:8]=2[C:12]([F:14])([F:15])[F:13])[N:3]=1. The catalyst class is: 2.